Predict the reactants needed to synthesize the given product. From a dataset of Full USPTO retrosynthesis dataset with 1.9M reactions from patents (1976-2016). (1) Given the product [CH2:1]([O:8][C:9]1[C:16]([O:17][CH3:18])=[CH:15][C:12](/[CH:13]=[CH:22]/[C:23]([OH:25])=[O:24])=[CH:11][C:10]=1[O:19][CH3:20])[C:2]1[CH:7]=[CH:6][CH:5]=[CH:4][CH:3]=1, predict the reactants needed to synthesize it. The reactants are: [CH2:1]([O:8][C:9]1[C:16]([O:17][CH3:18])=[CH:15][C:12]([CH:13]=O)=[CH:11][C:10]=1[O:19][CH3:20])[C:2]1[CH:7]=[CH:6][CH:5]=[CH:4][CH:3]=1.C(O)(=O)[CH2:22][C:23]([OH:25])=[O:24].N1CCCCC1.Cl. (2) Given the product [F:59][C:57]1[CH:56]=[C:55]([F:60])[CH:54]=[C:53]2[C:58]=1[C:49]([NH:47][C:43]1[CH:44]=[N:45][CH:46]=[C:41]([N:38]3[CH2:39][CH2:40][O:35][CH2:36][CH2:37]3)[CH:42]=1)=[C:50]([CH3:73])[C:51]([C:61]1[CH:62]=[N:63][C:64]([N:67]3[CH2:68][CH2:69][CH2:70][CH2:71][CH2:72]3)=[CH:65][CH:66]=1)=[N:52]2, predict the reactants needed to synthesize it. The reactants are: C1(P(C2CCCCC2)C2C=CC=CC=2C2C(C(C)C)=CC(C(C)C)=CC=2C(C)C)CCCCC1.[O:35]1[CH2:40][CH2:39][N:38]([C:41]2[CH:42]=[C:43]([NH2:47])[CH:44]=[N:45][CH:46]=2)[CH2:37][CH2:36]1.Cl[C:49]1[C:58]2[C:53](=[CH:54][C:55]([F:60])=[CH:56][C:57]=2[F:59])[N:52]=[C:51]([C:61]2[CH:62]=[N:63][C:64]([N:67]3[CH2:72][CH2:71][CH2:70][CH2:69][CH2:68]3)=[CH:65][CH:66]=2)[C:50]=1[CH3:73].CC(C)([O-])C.[Na+]. (3) Given the product [ClH:1].[Br:22][C:10]1[CH:9]=[CH:8][C:7]([N:11]2[CH2:16][CH2:15][NH:14][CH2:13][CH2:12]2)=[CH:6][C:5]=1[O:4][CH3:3], predict the reactants needed to synthesize it. The reactants are: [ClH:1].Cl.[CH3:3][O:4][C:5]1[CH:6]=[C:7]([N:11]2[CH2:16][CH2:15][NH:14][CH2:13][CH2:12]2)[CH:8]=[CH:9][CH:10]=1.C([O-])(=O)C.[Na+].[Br:22]Br. (4) Given the product [CH3:1][O:2][C:3]([C:5]1[N:6]=[C:7]([CH:11]([NH:14][C:15]([C:17]2[C:18]3[CH:25]=[N:24][N:23]([C:26]4[CH:31]=[CH:30][C:29]([F:32])=[CH:28][CH:27]=4)[C:19]=3[CH:20]=[N:21][CH:22]=2)=[O:16])[CH2:12][CH3:13])[O:8][C:9]=1[CH3:10])=[O:4], predict the reactants needed to synthesize it. The reactants are: [CH3:1][O:2][C:3]([C@@H:5]1[C@H:9]([CH3:10])[O:8][C:7]([CH:11]([NH:14][C:15]([C:17]2[C:18]3[CH:25]=[N:24][N:23]([C:26]4[CH:31]=[CH:30][C:29]([F:32])=[CH:28][CH:27]=4)[C:19]=3[CH:20]=[N:21][CH:22]=2)=[O:16])[CH2:12][CH3:13])=[N:6]1)=[O:4].C1CCN2C(=NCCC2)CC1.BrC(Cl)(Cl)Cl. (5) Given the product [Cl:19][C:20]1[CH:25]=[CH:24][C:23]([NH:26][C:27]([NH:18][C@H:15]2[CH2:16][CH2:17][C@@H:12]([C:5]3[C:4]4[C:9](=[CH:10][CH:11]=[C:2]([F:1])[CH:3]=4)[N:8]=[CH:7][CH:6]=3)[CH2:13][CH2:14]2)=[O:28])=[CH:22][CH:21]=1, predict the reactants needed to synthesize it. The reactants are: [F:1][C:2]1[CH:3]=[C:4]2[C:9](=[CH:10][CH:11]=1)[N:8]=[CH:7][CH:6]=[C:5]2[C@@H:12]1[CH2:17][CH2:16][C@H:15]([NH2:18])[CH2:14][CH2:13]1.[Cl:19][C:20]1[CH:25]=[CH:24][C:23]([N:26]=[C:27]=[O:28])=[CH:22][CH:21]=1. (6) Given the product [CH3:8][CH:7]([CH3:9])[CH2:6][CH:5]([C:10]1[CH:11]=[C:12]([C:30]2[CH:31]=[CH:32][C:33]([C:36]([F:39])([F:37])[F:38])=[CH:34][CH:35]=2)[CH:13]=[C:14]([N:16]2[CH2:21][CH2:20][CH2:19][CH2:18][CH:17]2[CH2:22][C:23]2[CH:28]=[CH:27][CH:26]=[CH:25][C:24]=2[CH3:29])[CH:15]=1)[C:4]([OH:40])=[O:3], predict the reactants needed to synthesize it. The reactants are: C([O:3][C:4](=[O:40])[CH:5]([C:10]1[CH:11]=[C:12]([C:30]2[CH:35]=[CH:34][C:33]([C:36]([F:39])([F:38])[F:37])=[CH:32][CH:31]=2)[CH:13]=[C:14]([N:16]2[CH2:21][CH2:20][CH2:19][CH2:18][CH:17]2[CH2:22][C:23]2[CH:28]=[CH:27][CH:26]=[CH:25][C:24]=2[CH3:29])[CH:15]=1)[CH2:6][CH:7]([CH3:9])[CH3:8])C.[OH-].[Na+]. (7) Given the product [C:31]([C:30]1[CH:34]=[CH:35][CH:36]=[CH:37][C:29]=1[C:28]#[C:27][C:11]12[CH2:23][CH2:22][C@@H:21]([C:24]([CH3:26])=[CH2:25])[CH:12]1[CH:13]1[C@@:8]([CH3:38])([CH2:9][CH2:10]2)[C@@:7]2([CH3:39])[CH:16]([C@:17]3([CH3:20])[CH:4]([CH2:5][CH2:6]2)[C:3]([CH3:41])([CH3:40])[C@@H:2]([O:1][C:2](=[O:1])[CH2:3][C:4]([CH3:17])([CH3:5])[C:45]([OH:46])=[O:42])[CH2:19][CH2:18]3)[CH2:15][CH2:14]1)([OH:33])=[O:32], predict the reactants needed to synthesize it. The reactants are: [OH:1][C@H:2]1[CH2:19][CH2:18][C@@:17]2([CH3:20])[CH:4]([CH2:5][CH2:6][C@:7]3([CH3:39])[CH:16]2[CH2:15][CH2:14][CH:13]2[C@@:8]3([CH3:38])[CH2:9][CH2:10][C:11]3([C:27]#[C:28][C:29]4[CH:37]=[CH:36][CH:35]=[CH:34][C:30]=4[C:31]([OH:33])=[O:32])[CH2:23][CH2:22][C@@H:21]([C:24]([CH3:26])=[CH2:25])[CH:12]32)[C:3]1([CH3:41])[CH3:40].[OH-:42].[Na+].Cl.[CH3:45][OH:46]. (8) Given the product [I:8][C:3]1[CH:4]=[CH:5][CH:6]=[CH:7][C:2]=1[C:14]1[CH:19]=[N:18][CH:17]=[CH:16][N:15]=1, predict the reactants needed to synthesize it. The reactants are: Br[C:2]1[CH:7]=[CH:6][CH:5]=[CH:4][C:3]=1[I:8].C([Sn](CCCC)(CCCC)[C:14]1[CH:19]=[N:18][CH:17]=[CH:16][N:15]=1)CCC.C(OCC)C. (9) Given the product [Br:5][C:6]1[CH:7]=[C:8]2[C:13](=[CH:14][CH:15]=1)[O:12][C:11]([C:16]1[CH:21]=[CH:20][C:19]([OH:22])=[CH:18][CH:17]=1)=[CH:10][C:9]2=[O:24], predict the reactants needed to synthesize it. The reactants are: B(Br)(Br)Br.[Br:5][C:6]1[CH:7]=[C:8]2[C:13](=[CH:14][CH:15]=1)[O:12][C:11]([C:16]1[CH:21]=[CH:20][C:19]([O:22]C)=[CH:18][CH:17]=1)=[CH:10][C:9]2=[O:24]. (10) Given the product [Cl:1][C:2]1[CH:3]=[CH:4][C:5]([C:8]2[CH:9]=[CH:10][C:11]([C:14]([NH:17][CH2:18][CH2:19][C:20]3[CH:30]=[CH:29][C:23]([C:24]([O:26][CH2:27][CH3:28])=[O:25])=[CH:22][CH:21]=3)=[O:16])=[CH:12][CH:13]=2)=[CH:6][CH:7]=1, predict the reactants needed to synthesize it. The reactants are: [Cl:1][C:2]1[CH:7]=[CH:6][C:5]([C:8]2[CH:13]=[CH:12][C:11]([C:14]([OH:16])=O)=[CH:10][CH:9]=2)=[CH:4][CH:3]=1.[NH2:17][CH2:18][CH2:19][C:20]1[CH:30]=[CH:29][C:23]([C:24]([O:26][CH2:27][CH3:28])=[O:25])=[CH:22][CH:21]=1.